The task is: Predict the reactants needed to synthesize the given product.. This data is from Full USPTO retrosynthesis dataset with 1.9M reactions from patents (1976-2016). (1) Given the product [C@H:5]1([OH:6])[CH:3]([OH:4])[C@@H:2]([OH:1])[C@H:11]([OH:12])[C:9](=[O:10])[C@@H:7]1[OH:8], predict the reactants needed to synthesize it. The reactants are: [OH:1][CH2:2][C@@H:3]([C@H:5]([C@@H:7]([C@@H:9]([CH2:11][OH:12])[OH:10])[OH:8])[OH:6])[OH:4].C1(O)C(O)C(O)C(O)C(O)C1O. (2) Given the product [CH3:18][O:19][C:20]([C:22]1[CH:31]=[CH:30][C:29]2[C:24](=[C:25]([O:32][CH2:1][CH2:2][CH2:3][CH2:4][CH2:5][CH2:6][CH2:7][CH2:8][CH2:9][CH2:10][CH2:11][CH3:12])[CH:26]=[CH:27][CH:28]=2)[N:23]=1)=[O:21], predict the reactants needed to synthesize it. The reactants are: [CH2:1](Br)[CH2:2][CH2:3][CH2:4][CH2:5][CH2:6][CH2:7][CH2:8][CH2:9][CH2:10][CH2:11][CH3:12].[Na+].[I-].[H-].[Na+].[CH3:18][O:19][C:20]([C:22]1[CH:31]=[CH:30][C:29]2[C:24](=[C:25]([OH:32])[CH:26]=[CH:27][CH:28]=2)[N:23]=1)=[O:21]. (3) Given the product [NH3:3].[C:26]1([O:25][C:23]([N:3]2[CH2:4][CH2:5][C:6]([C:12]3[CH:17]=[CH:16][CH:15]=[C:14]([O:18][CH:19]([CH3:21])[CH3:20])[CH:13]=3)([CH2:9][CH2:10][CH3:11])[CH2:7][CH2:8]2)=[O:24])[CH:31]=[CH:30][CH:29]=[CH:28][CH:27]=1, predict the reactants needed to synthesize it. The reactants are: C([N:3]1[CH2:8][CH2:7][C:6]([C:12]2[CH:17]=[CH:16][CH:15]=[C:14]([O:18][CH:19]([CH3:21])[CH3:20])[CH:13]=2)([CH2:9][CH2:10][CH3:11])[CH2:5][CH2:4]1)C.Cl[C:23]([O:25][C:26]1[CH:31]=[CH:30][CH:29]=[CH:28][CH:27]=1)=[O:24].[OH-].[Na+]. (4) Given the product [C:4]([C:3]1[CH:6]=[C:7]([N:10]2[C:19]3[C:14](=[CH:15][CH:16]=[CH:17][CH:18]=3)[CH2:13][N:12]([CH2:20][CH:21]3[CH2:26][CH2:25][N:24]([C:27]4[C:36]5[C:31](=[CH:32][C:33]([O:39][CH3:40])=[C:34]([O:37][CH3:38])[CH:35]=5)[N:30]=[CH:29][N:28]=4)[CH2:23][CH2:22]3)[C:11]2=[O:41])[CH:8]=[CH:9][C:2]=1[C:71]([O:73][CH2:43][CH2:42][CH3:47])=[O:72])#[N:5], predict the reactants needed to synthesize it. The reactants are: Br[C:2]1[CH:9]=[CH:8][C:7]([N:10]2[C:19]3[C:14](=[CH:15][CH:16]=[CH:17][CH:18]=3)[CH2:13][N:12]([CH2:20][CH:21]3[CH2:26][CH2:25][N:24]([C:27]4[C:36]5[C:31](=[CH:32][C:33]([O:39][CH3:40])=[C:34]([O:37][CH3:38])[CH:35]=5)[N:30]=[CH:29][N:28]=4)[CH2:23][CH2:22]3)[C:11]2=[O:41])=[CH:6][C:3]=1[C:4]#[N:5].[C:42]1(P(C2C=CC=CC=2)CCCP(C2C=CC=CC=2)C2C=CC=CC=2)[CH:47]=CC=C[CH:43]=1.[C:71](=O)([O-:73])[O-:72].[K+].[K+].C(=O)(O)[O-].[Na+]. (5) Given the product [C:15]([O:19][C:20](=[O:41])[CH2:21][O:22][CH2:23][CH2:24][O:25][CH2:26][CH2:27][O:28][CH2:29][CH2:30][O:31][CH2:32][CH2:33][O:34][CH2:35][CH2:36][O:37][CH2:38][CH2:39][NH:40][C:4]([O:6][CH2:7][C:8]1[CH:13]=[CH:12][CH:11]=[CH:10][CH:9]=1)=[O:5])([CH3:18])([CH3:16])[CH3:17], predict the reactants needed to synthesize it. The reactants are: [OH-].[Na+].Cl[C:4]([O:6][C:7](=O)[C:8]1[CH:13]=[CH:12][CH:11]=[CH:10][CH:9]=1)=[O:5].[C:15]([O:19][C:20](=[O:41])[CH2:21][O:22][CH2:23][CH2:24][O:25][CH2:26][CH2:27][O:28][CH2:29][CH2:30][O:31][CH2:32][CH2:33][O:34][CH2:35][CH2:36][O:37][CH2:38][CH2:39][NH2:40])([CH3:18])([CH3:17])[CH3:16]. (6) Given the product [OH:34][C@H:32]1[CH2:33][N:29]([C:27](=[O:28])[C@@H:26]([NH:25][C:19]([CH2:18][O:17][CH2:16][C:13]2[CH:14]=[CH:15][C:10]([O:9][C:8]3[CH:22]=[CH:23][C:5]([C:3]([O:2][CH3:1])=[O:4])=[CH:6][CH:7]=3)=[CH:11][CH:12]=2)=[O:20])[C:52]([CH3:53])([CH3:55])[CH3:54])[C@H:30]([C:35](=[O:36])[NH:37][CH2:38][C:40]2[CH:41]=[CH:42][C:43]([C:46]3[S:50][CH:49]=[N:48][C:47]=3[CH3:51])=[CH:44][CH:45]=2)[CH2:31]1, predict the reactants needed to synthesize it. The reactants are: [CH3:1][O:2][C:3]([C:5]1[CH:23]=[CH:22][C:8]([O:9][C:10]2[CH:15]=[CH:14][C:13]([CH2:16][O:17][CH2:18][C:19](O)=[O:20])=[CH:12][CH:11]=2)=[CH:7][CH:6]=1)=[O:4].Cl.[NH2:25][C@@H:26]([C:52]([CH3:55])([CH3:54])[CH3:53])[C:27]([N:29]1[CH2:33][C@H:32]([OH:34])[CH2:31][C@H:30]1[C:35]([NH:37][C@H:38]([C:40]1[CH:45]=[CH:44][C:43]([C:46]2[S:50][CH:49]=[N:48][C:47]=2[CH3:51])=[CH:42][CH:41]=1)C)=[O:36])=[O:28].F[B-](F)(F)F.N1(OC(N(C)C)=[N+](C)C)C2C=CC=CC=2N=N1.C(N(C(C)C)CC)(C)C. (7) Given the product [NH2:20][C:17]1[CH:18]=[CH:19][C:14]([NH:21][C:2]2[CH:10]=[CH:9][C:8]([N+:11]([O-:13])=[O:12])=[CH:7][C:3]=2[C:4]([OH:6])=[O:5])=[CH:15][CH:16]=1, predict the reactants needed to synthesize it. The reactants are: Cl[C:2]1[CH:10]=[CH:9][C:8]([N+:11]([O-:13])=[O:12])=[CH:7][C:3]=1[C:4]([OH:6])=[O:5].[C:14]1([NH2:21])[CH:19]=[CH:18][C:17]([NH2:20])=[CH:16][CH:15]=1.C(=O)([O-])[O-].[K+].[K+]. (8) Given the product [Br:23][C:7]1[N:8]([C:16]2[CH:21]=[CH:20][C:19]([CH3:22])=[CH:18][N:17]=2)[N:9]=[C:10]2[C:6]=1[CH:5]=[C:4]([CH:1]1[CH2:3][CH2:2]1)[C:12]([N+:13]([O-:15])=[O:14])=[CH:11]2, predict the reactants needed to synthesize it. The reactants are: [CH:1]1([C:4]2[C:12]([N+:13]([O-:15])=[O:14])=[CH:11][C:10]3[C:6](=[CH:7][N:8]([C:16]4[CH:21]=[CH:20][C:19]([CH3:22])=[CH:18][N:17]=4)[N:9]=3)[CH:5]=2)[CH2:3][CH2:2]1.[Br:23]N1C(=O)CCC1=O. (9) The reactants are: [CH2:1]([O:5][C:6]1[N:14]=[C:13]2[C:9]([N:10]=[CH:11][NH:12]2)=[C:8]([NH2:15])[N:7]=1)[CH2:2][CH2:3][CH3:4].C([O-])([O-])=O.[K+].[K+].Br[CH2:23][C:24]1[CH:25]=[C:26]([CH:36]=[CH:37][CH:38]=1)[CH2:27][P:28](=[O:35])([O:32][CH2:33][CH3:34])[O:29][CH2:30][CH3:31]. Given the product [NH2:15][C:8]1[N:7]=[C:6]([O:5][CH2:1][CH2:2][CH2:3][CH3:4])[N:14]=[C:13]2[C:9]=1[N:10]=[CH:11][N:12]2[CH2:23][C:24]1[CH:25]=[C:26]([CH2:27][P:28](=[O:35])([O:32][CH2:33][CH3:34])[O:29][CH2:30][CH3:31])[CH:36]=[CH:37][CH:38]=1, predict the reactants needed to synthesize it. (10) The reactants are: [NH2:1][C:2]1[N:7]=[C:6]([N:8]2[CH2:20][CH2:19][C:11]3([CH2:15][NH:14][C@H:13]([C:16]([OH:18])=[O:17])[CH2:12]3)[CH2:10][CH2:9]2)[CH:5]=[C:4]([O:21][C@H:22]([C:27]2[CH:32]=[CH:31][C:30]([C:33]3[CH:38]=[CH:37][C:36]([O:39][CH:40]([CH3:42])[CH3:41])=[CH:35][CH:34]=3)=[CH:29][C:28]=2[N:43]2[CH2:48][CH2:47]N[CH2:45][CH2:44]2)[C:23]([F:26])([F:25])[F:24])[N:3]=1.N1(C(OCC2C=CC=CC=2)=[O:56])CCNCC1. Given the product [NH2:1][C:2]1[N:7]=[C:6]([N:8]2[CH2:20][CH2:19][C:11]3([CH2:15][NH:14][C@H:13]([C:16]([OH:18])=[O:17])[CH2:12]3)[CH2:10][CH2:9]2)[CH:5]=[C:4]([O:21][C@H:22]([C:27]2[CH:32]=[CH:31][C:30]([C:33]3[CH:34]=[CH:35][C:36]([O:39][CH:40]([CH3:42])[CH3:41])=[CH:37][CH:38]=3)=[CH:29][C:28]=2[N:43]2[CH2:44][CH2:45][O:56][CH2:47][CH2:48]2)[C:23]([F:25])([F:26])[F:24])[N:3]=1, predict the reactants needed to synthesize it.